This data is from Catalyst prediction with 721,799 reactions and 888 catalyst types from USPTO. The task is: Predict which catalyst facilitates the given reaction. (1) Reactant: [CH3:1][C:2]1[CH:7]=[CH:6][C:5]([C:8]2[CH:13]=[C:12]([C:14]3[CH2:21][C:17]4([CH2:20][CH2:19][CH2:18]4)[O:16][N:15]=3)[CH:11]=[C:10]([C:22](O)=[O:23])[CH:9]=2)=[CH:4][CH:3]=1.Cl.[N:26]1[N:27]=[C:28]([C@@H:31]([NH2:33])[CH3:32])[NH:29][CH:30]=1.C(Cl)CCl.C1C=NC2N(O)N=NC=2C=1.C(N(CC)CC)C.C([O-])(O)=O.[Na+]. Product: [CH3:1][C:2]1[CH:3]=[CH:4][C:5]([C:8]2[CH:13]=[C:12]([C:14]3[CH2:21][C:17]4([CH2:20][CH2:19][CH2:18]4)[O:16][N:15]=3)[CH:11]=[C:10]([C:22]([NH:33][C@H:31]([C:28]3[NH:29][CH:30]=[N:26][N:27]=3)[CH3:32])=[O:23])[CH:9]=2)=[CH:6][CH:7]=1. The catalyst class is: 9. (2) Reactant: C([N:4]1[C:12]2[C:7](=[CH:8][CH:9]=[C:10]([O:13][CH3:14])[CH:11]=2)[CH2:6][CH2:5]1)(=O)C.[N+:15]([O-])([OH:17])=[O:16].Cl. Product: [CH3:14][O:13][C:10]1[CH:11]=[C:12]2[C:7]([CH2:6][CH2:5][NH:4]2)=[CH:8][C:9]=1[N+:15]([O-:17])=[O:16]. The catalyst class is: 152. (3) Reactant: C([O:8][C:9]1[C:14]([F:15])=[CH:13][C:12]([CH:16]2[CH2:18][CH:17]2[CH2:19][C:20]([O:22][CH2:23][CH3:24])=[O:21])=[CH:11][C:10]=1[F:25])C1C=CC=CC=1. Product: [F:15][C:14]1[CH:13]=[C:12]([CH:16]2[CH2:18][CH:17]2[CH2:19][C:20]([O:22][CH2:23][CH3:24])=[O:21])[CH:11]=[C:10]([F:25])[C:9]=1[OH:8]. The catalyst class is: 591. (4) Reactant: [CH2:1]([O:8][CH2:9][CH:10]1[CH2:15][CH2:14]C(=O)[CH2:12][CH2:11]1)[C:2]1[CH:7]=[CH:6][CH:5]=[CH:4][CH:3]=1.C(O[CH:20]([O:24][CH2:25][CH3:26])[O:21][CH2:22][CH3:23])C.C1(C)C=CC(S(O)(=O)=O)=CC=1.C(N(CC)CC)C. Product: [CH2:25]([O:24][C:20]1([O:21][CH2:22][CH3:23])[CH2:12][CH2:11][CH:10]([CH2:9][O:8][CH2:1][C:2]2[CH:3]=[CH:4][CH:5]=[CH:6][CH:7]=2)[CH2:15][CH2:14]1)[CH3:26]. The catalyst class is: 8. (5) Product: [C:1]([O:5][C:6]([NH:8][C@@H:9]([CH2:14][C:15]1[CH2:19][CH2:18][CH2:17][CH:16]=1)[C:10]([OH:12])=[O:11])=[O:7])([CH3:4])([CH3:2])[CH3:3]. The catalyst class is: 72. Reactant: [C:1]([O:5][C:6]([NH:8][C@@H:9]([CH2:14][C:15]1[CH2:19][CH2:18][CH2:17][CH:16]=1)[C:10]([O:12]C)=[O:11])=[O:7])([CH3:4])([CH3:3])[CH3:2].O.[OH-].[Li+].